The task is: Predict the reaction yield, written as a fraction of the theoretical maximum amount of product (1.0 means a 100% yield; for example, 0.34 means a 34% yield).. This data is from Reaction yield outcomes from USPTO patents with 853,638 reactions. (1) The reactants are C[O:2][C:3](=[O:19])[C:4]([F:18])([F:17])[CH2:5][NH:6][C:7]([O:9][CH2:10][C:11]1[CH:16]=[CH:15][CH:14]=[CH:13][CH:12]=1)=[O:8].C1COCC1.[OH-].[Na+]. The catalyst is CO. The product is [CH2:10]([O:9][C:7]([NH:6][CH2:5][C:4]([F:17])([F:18])[C:3]([OH:19])=[O:2])=[O:8])[C:11]1[CH:12]=[CH:13][CH:14]=[CH:15][CH:16]=1. The yield is 0.830. (2) The reactants are [CH3:1][C@@:2]12[C:21](=[O:22])[CH2:20][CH2:19][C@H:3]1[C@H:4]1[C@H:9]([CH2:10][CH2:11]2)[C@:8]([CH2:13][CH2:14][C:15](O)=[O:16])([CH3:12])[C:7](=O)[CH2:6][CH2:5]1.[CH:23]1([NH2:26])[CH2:25][CH2:24]1. The catalyst is C(O)CO. The product is [CH:23]1([N:26]2[C:7]3[C@@:8]([CH3:12])([C@H:9]4[CH2:10][CH2:11][C@@:2]5([CH3:1])[C@@H:3]([CH2:19][CH2:20][C:21]5=[O:22])[C@@H:4]4[CH2:5][CH:6]=3)[CH2:13][CH2:14][C:15]2=[O:16])[CH2:25][CH2:24]1. The yield is 0.300. (3) The reactants are [OH:1][CH2:2][CH:3]([NH:5][C:6](=[O:12])[O:7][C:8]([CH3:11])([CH3:10])[CH3:9])[CH3:4].[OH-].[Na+].[CH2:15](Br)[CH3:16]. The catalyst is S([O-])(O)(=O)=O.C([N+](CCCC)(CCCC)CCCC)CCC.C1(C)C=CC=CC=1. The product is [CH2:15]([O:1][CH2:2][C@@H:3]([NH:5][C:6](=[O:12])[O:7][C:8]([CH3:11])([CH3:10])[CH3:9])[CH3:4])[CH3:16]. The yield is 0.600. (4) The reactants are [Br:1]N1C(=O)CCC1=O.[CH3:9][N:10]1[C:14]([C:15]2[CH:16]=[C:17]([NH:29]C(=O)C)[CH:18]=[CH:19][C:20]=2[O:21][CH2:22][C:23]([CH3:28])([N+:25]([O-:27])=[O:26])[CH3:24])=[CH:13][CH:12]=[N:11]1.[OH-].[Na+].O. The catalyst is CO. The product is [Br:1][C:13]1[CH:12]=[N:11][N:10]([CH3:9])[C:14]=1[C:15]1[CH:16]=[C:17]([CH:18]=[CH:19][C:20]=1[O:21][CH2:22][C:23]([CH3:28])([N+:25]([O-:27])=[O:26])[CH3:24])[NH2:29]. The yield is 0.610.